Binary Classification. Given a T-cell receptor sequence (or CDR3 region) and an epitope sequence, predict whether binding occurs between them. From a dataset of TCR-epitope binding with 47,182 pairs between 192 epitopes and 23,139 TCRs. (1) The epitope is RLRAEAQVK. The TCR CDR3 sequence is CASSSALAGPNEQYF. Result: 1 (the TCR binds to the epitope). (2) The epitope is RLFRKSNLK. The TCR CDR3 sequence is CASSQGLAENEQFF. Result: 0 (the TCR does not bind to the epitope). (3) The epitope is YYRRATRRIR. The TCR CDR3 sequence is CASSLAGGYNEQFF. Result: 0 (the TCR does not bind to the epitope). (4) The epitope is KLSYGIATV. The TCR CDR3 sequence is CASSLGIGELFF. Result: 1 (the TCR binds to the epitope). (5) The epitope is RAKFKQLL. The TCR CDR3 sequence is CASSVRVASMTGELFF. Result: 1 (the TCR binds to the epitope). (6) The epitope is FLASKIGRLV. The TCR CDR3 sequence is CASSLIARGGPNEQFF. Result: 0 (the TCR does not bind to the epitope). (7) The epitope is EILDITPCSF. The TCR CDR3 sequence is CASSLTGTGGDEQFF. Result: 0 (the TCR does not bind to the epitope).